This data is from Peptide-MHC class I binding affinity with 185,985 pairs from IEDB/IMGT. The task is: Regression. Given a peptide amino acid sequence and an MHC pseudo amino acid sequence, predict their binding affinity value. This is MHC class I binding data. (1) The peptide sequence is QPKKAAAAL. The MHC is HLA-A31:01 with pseudo-sequence HLA-A31:01. The binding affinity (normalized) is 0.0847. (2) The peptide sequence is VWLSVIWMMW. The MHC is HLA-A02:02 with pseudo-sequence HLA-A02:02. The binding affinity (normalized) is 0.0735. (3) The MHC is HLA-B42:01 with pseudo-sequence HLA-B42:01. The peptide sequence is TPSDLNSML. The binding affinity (normalized) is 0.666. (4) The peptide sequence is MISRHCCIL. The MHC is HLA-A02:01 with pseudo-sequence HLA-A02:01. The binding affinity (normalized) is 0.359. (5) The peptide sequence is VLQRNCAAYL. The MHC is HLA-A68:02 with pseudo-sequence HLA-A68:02. The binding affinity (normalized) is 0.